From a dataset of Forward reaction prediction with 1.9M reactions from USPTO patents (1976-2016). Predict the product of the given reaction. (1) Given the reactants [N:1]1[C:6]2[NH:7][C:8]3[CH:13]=[N:12][CH:11]=[CH:10][C:9]=3[C:5]=2[C:4](O)=[N:3][CH:2]=1.C(N(CC)CC)C.C1(C)C=CC=CC=1.O=P(Cl)(Cl)[Cl:31], predict the reaction product. The product is: [Cl:31][C:4]1[C:5]2[C:9]3[CH:10]=[CH:11][N:12]=[CH:13][C:8]=3[NH:7][C:6]=2[N:1]=[CH:2][N:3]=1. (2) Given the reactants [CH3:1][O:2][C:3]1[CH:9]=[CH:8][C:6]([NH2:7])=[C:5]([C:10]2[S:11][CH:12]=[CH:13][N:14]=2)[CH:4]=1.[N:15]([C:18]1[S:19][C:20]([C:23]([F:26])([F:25])[F:24])=[N:21][N:22]=1)=[C:16]=[O:17], predict the reaction product. The product is: [CH3:1][O:2][C:3]1[CH:9]=[CH:8][C:6]([NH:7][C:16]([NH:15][C:18]2[S:19][C:20]([C:23]([F:25])([F:24])[F:26])=[N:21][N:22]=2)=[O:17])=[C:5]([C:10]2[S:11][CH:12]=[CH:13][N:14]=2)[CH:4]=1. (3) Given the reactants [S:1]1[CH:5]=[CH:4][CH:3]=[C:2]1[CH2:6][NH:7][C:8]([C:10]1[CH:25]=[C:13]2[CH:14]=[C:15]([C:19]3[CH:24]=[CH:23][CH:22]=[CH:21][CH:20]=3)[CH:16]=[C:17](I)[N:12]2[N:11]=1)=[O:9].[Cu][C:27]#[N:28].CN(C=O)C, predict the reaction product. The product is: [S:1]1[CH:5]=[CH:4][CH:3]=[C:2]1[CH2:6][NH:7][C:8]([C:10]1[CH:25]=[C:13]2[CH:14]=[C:15]([C:19]3[CH:24]=[CH:23][CH:22]=[CH:21][CH:20]=3)[CH:16]=[C:17]([C:27]#[N:28])[N:12]2[N:11]=1)=[O:9].